This data is from Full USPTO retrosynthesis dataset with 1.9M reactions from patents (1976-2016). The task is: Predict the reactants needed to synthesize the given product. (1) The reactants are: [CH3:1][NH:2][CH2:3][CH2:4][C:5]1[CH:6]=[N:7][CH:8]=[CH:9][CH:10]=1.[O:11]=[C:12]1[C:17]2[S:18][CH:19]=[C:20]([S:21](Cl)(=[O:23])=[O:22])[C:16]=2[CH2:15][CH2:14][CH2:13]1. Given the product [CH3:1][N:2]([CH2:3][CH2:4][C:5]1[CH:6]=[N:7][CH:8]=[CH:9][CH:10]=1)[S:21]([C:20]1[C:16]2[CH2:15][CH2:14][CH2:13][C:12](=[O:11])[C:17]=2[S:18][CH:19]=1)(=[O:22])=[O:23], predict the reactants needed to synthesize it. (2) The reactants are: [CH2:1]([N:8]([C:48]([O:50][CH2:51][C:52]1[CH:57]=[CH:56][CH:55]=[CH:54][CH:53]=1)=[O:49])[CH2:9][CH2:10][N:11]1[C:16]2[CH:17]=[C:18]([C:25]([N:27]([CH:41]([CH3:43])[CH3:42])[C@@H:28]3[CH2:33][CH2:32][CH2:31][N:30]([C:34]([O:36][C:37]([CH3:40])([CH3:39])[CH3:38])=[O:35])[CH2:29]3)=[O:26])[C:19]([C:21]([F:24])([F:23])[F:22])=[CH:20][C:15]=2[O:14][C:13]([CH2:45][OH:46])([CH3:44])[C:12]1=[O:47])[C:2]1[CH:7]=[CH:6][CH:5]=[CH:4][CH:3]=1.[O:58]1[CH:63]=[CH:62][CH2:61][CH2:60][CH2:59]1.C1(C)C=CC(S([O-])(=O)=O)=CC=1.[NH+]1C=CC=CC=1.O. Given the product [CH2:1]([N:8]([C:48]([O:50][CH2:51][C:52]1[CH:53]=[CH:54][CH:55]=[CH:56][CH:57]=1)=[O:49])[CH2:9][CH2:10][N:11]1[C:16]2[CH:17]=[C:18]([C:25]([N:27]([CH:41]([CH3:42])[CH3:43])[C@@H:28]3[CH2:33][CH2:32][CH2:31][N:30]([C:34]([O:36][C:37]([CH3:40])([CH3:38])[CH3:39])=[O:35])[CH2:29]3)=[O:26])[C:19]([C:21]([F:24])([F:23])[F:22])=[CH:20][C:15]=2[O:14][C:13]([CH3:44])([CH2:45][O:46][CH:59]2[CH2:60][CH2:61][CH2:62][CH2:63][O:58]2)[C:12]1=[O:47])[C:2]1[CH:7]=[CH:6][CH:5]=[CH:4][CH:3]=1, predict the reactants needed to synthesize it. (3) Given the product [Br:15][C:16]1[CH:21]=[C:20]([C:9]([C:7]#[N:8])([CH3:1])[C:10]([O:12][CH2:13][CH3:14])=[O:11])[CH:19]=[C:18]([CH3:23])[CH:17]=1, predict the reactants needed to synthesize it. The reactants are: [CH3:1]C([O-])(C)C.[K+].[C:7]([CH2:9][C:10]([O:12][CH2:13][CH3:14])=[O:11])#[N:8].[Br:15][C:16]1[CH:17]=[C:18]([CH3:23])[CH:19]=[C:20](Br)[CH:21]=1.CI. (4) Given the product [CH2:1]([C:6]1[CH:7]=[CH:8][C:9]([NH:12][C:13]([C@@H:15]2[CH2:24][C:23]3[C:18](=[CH:19][CH:20]=[CH:21][CH:22]=3)[CH2:17][NH:16]2)=[O:14])=[CH:10][CH:11]=1)[CH2:2][CH2:3][CH2:4][CH3:5], predict the reactants needed to synthesize it. The reactants are: [CH2:1]([C:6]1[CH:11]=[CH:10][C:9]([NH:12][C:13]([C@@H:15]2[CH2:24][C:23]3[C:18](=[CH:19][CH:20]=[CH:21][CH:22]=3)[CH2:17][N:16]2C(OC(C)(C)C)=O)=[O:14])=[CH:8][CH:7]=1)[CH2:2][CH2:3][CH2:4][CH3:5].FC(F)(F)C(O)=O. (5) Given the product [CH3:21][C:22]([CH3:37])([CH3:36])[CH2:23][N:24]([CH3:35])[CH2:25][C:26]([N:29]1[CH:33]=[C:32]([NH:34][C:15](=[O:17])[CH:14]([NH:13][CH:7]2[CH2:6][CH2:5][C:4]3[C:9](=[C:10]([F:12])[CH:11]=[C:2]([F:1])[CH:3]=3)[CH2:8]2)[CH2:18][CH2:19][CH3:20])[N:31]=[CH:30]1)([CH3:27])[CH3:28], predict the reactants needed to synthesize it. The reactants are: [F:1][C:2]1[CH:3]=[C:4]2[C:9](=[C:10]([F:12])[CH:11]=1)[CH2:8][CH:7]([NH:13][CH:14]([CH2:18][CH2:19][CH3:20])[C:15]([OH:17])=O)[CH2:6][CH2:5]2.[CH3:21][C:22]([CH3:37])([CH3:36])[CH2:23][N:24]([CH3:35])[CH2:25][C:26]([N:29]1[CH:33]=[C:32]([NH2:34])[N:31]=[CH:30]1)([CH3:28])[CH3:27]. (6) Given the product [Cl:1][C:2]1[C:3]([F:9])=[C:4]([NH:5][C:31]([C:28]2[C:27]3[CH:35]=[C:23]([N:17]4[CH2:16][C@H:15]([CH3:14])[N:20]([CH3:21])[C@H:19]([CH3:22])[CH2:18]4)[CH:24]=[CH:25][C:26]=3[O:30][CH:29]=2)=[O:32])[CH:6]=[CH:7][CH:8]=1, predict the reactants needed to synthesize it. The reactants are: [Cl:1][C:2]1[C:3]([F:9])=[C:4]([CH:6]=[CH:7][CH:8]=1)[NH2:5].C[Al](C)C.[CH3:14][C@H:15]1[N:20]([CH3:21])[C@@H:19]([CH3:22])[CH2:18][N:17]([C:23]2[CH:24]=[CH:25][C:26]3[O:30][CH:29]=[C:28]([C:31](OC)=[O:32])[C:27]=3[CH:35]=2)[CH2:16]1.C([O-])([O-])=O.[Na+].[Na+].